Dataset: NCI-60 drug combinations with 297,098 pairs across 59 cell lines. Task: Regression. Given two drug SMILES strings and cell line genomic features, predict the synergy score measuring deviation from expected non-interaction effect. (1) Drug 1: CCC1=CC2CC(C3=C(CN(C2)C1)C4=CC=CC=C4N3)(C5=C(C=C6C(=C5)C78CCN9C7C(C=CC9)(C(C(C8N6C)(C(=O)OC)O)OC(=O)C)CC)OC)C(=O)OC.C(C(C(=O)O)O)(C(=O)O)O. Drug 2: CN(C)N=NC1=C(NC=N1)C(=O)N. Cell line: HOP-62. Synergy scores: CSS=15.5, Synergy_ZIP=-1.78, Synergy_Bliss=0.369, Synergy_Loewe=-37.6, Synergy_HSA=-2.44. (2) Drug 1: CC1CCC2CC(C(=CC=CC=CC(CC(C(=O)C(C(C(=CC(C(=O)CC(OC(=O)C3CCCCN3C(=O)C(=O)C1(O2)O)C(C)CC4CCC(C(C4)OC)OCCO)C)C)O)OC)C)C)C)OC. Drug 2: CN(CC1=CN=C2C(=N1)C(=NC(=N2)N)N)C3=CC=C(C=C3)C(=O)NC(CCC(=O)O)C(=O)O. Cell line: NCI-H226. Synergy scores: CSS=23.4, Synergy_ZIP=-0.765, Synergy_Bliss=-1.21, Synergy_Loewe=-32.6, Synergy_HSA=-4.44. (3) Drug 1: C1CCC(C1)C(CC#N)N2C=C(C=N2)C3=C4C=CNC4=NC=N3. Drug 2: C1=NC(=NC(=O)N1C2C(C(C(O2)CO)O)O)N. Cell line: SK-MEL-28. Synergy scores: CSS=-6.27, Synergy_ZIP=3.85, Synergy_Bliss=3.43, Synergy_Loewe=-3.83, Synergy_HSA=-2.12.